Dataset: Full USPTO retrosynthesis dataset with 1.9M reactions from patents (1976-2016). Task: Predict the reactants needed to synthesize the given product. (1) Given the product [O:1]([C:8]1[CH:9]=[C:10]([N:14]([CH2:22][C:23]2[CH:28]=[CH:27][CH:26]=[C:25]([CH2:30][C:31]3[CH:36]=[CH:35][CH:34]=[CH:33][CH:32]=3)[CH:24]=2)[CH2:15][CH:16]([OH:21])[C:17]([F:20])([F:19])[F:18])[CH:11]=[CH:12][CH:13]=1)[C:2]1[CH:7]=[CH:6][CH:5]=[CH:4][CH:3]=1, predict the reactants needed to synthesize it. The reactants are: [O:1]([C:8]1[CH:9]=[C:10]([N:14]([CH2:22][C:23]2[CH:28]=[CH:27][CH:26]=[C:25](Br)[CH:24]=2)[CH2:15][CH:16]([OH:21])[C:17]([F:20])([F:19])[F:18])[CH:11]=[CH:12][CH:13]=1)[C:2]1[CH:7]=[CH:6][CH:5]=[CH:4][CH:3]=1.[CH2:30]([Mg]Br)[C:31]1[CH:36]=[CH:35][CH:34]=[CH:33][CH:32]=1.[NH4+].[Cl-].O(C1C=C(CC(NCC2C=CC=C(CC3C=CC=CC=3)C=2)(O)C(F)(F)F)C=CC=1)C1C=CC=CC=1. (2) The reactants are: [CH:1]([C:4]1[NH:8][N:7]=[C:6]([CH3:9])[C:5]=1[C:10]([O:12]CC)=[O:11])([CH3:3])[CH3:2].[OH-].[Na+]. Given the product [CH:1]([C:4]1[NH:8][N:7]=[C:6]([CH3:9])[C:5]=1[C:10]([OH:12])=[O:11])([CH3:3])[CH3:2], predict the reactants needed to synthesize it. (3) Given the product [ClH:31].[CH3:18][O:17][C:6]1[C:5]2[C:9](=[CH:10][C:2]([N:28]3[CH2:29][CH2:30][N:25]([C:22]4[CH:23]=[CH:24][N:19]=[CH:20][CH:21]=4)[CH2:26][CH2:27]3)=[CH:3][CH:4]=2)[N:8]([C:11]2[CH:16]=[CH:15][CH:14]=[CH:13][CH:12]=2)[N:7]=1, predict the reactants needed to synthesize it. The reactants are: Br[C:2]1[CH:10]=[C:9]2[C:5]([C:6]([O:17][CH3:18])=[N:7][N:8]2[C:11]2[CH:16]=[CH:15][CH:14]=[CH:13][CH:12]=2)=[CH:4][CH:3]=1.[N:19]1[CH:24]=[CH:23][C:22]([N:25]2[CH2:30][CH2:29][NH:28][CH2:27][CH2:26]2)=[CH:21][CH:20]=1.[ClH:31]. (4) The reactants are: [NH2:1][C:2]1[C:7]([C:8]([O:10][CH2:11][CH3:12])=[O:9])=[CH:6][N:5]=[C:4](Cl)[C:3]=1[Cl:14].Cl.[Cl:16][C:17]1[S:21][C:20]([S:22]([NH:25][C:26]([CH:28]2[CH2:33][CH2:32][NH:31][CH2:30][CH2:29]2)=[O:27])(=[O:24])=[O:23])=[CH:19][CH:18]=1.CCN(C(C)C)C(C)C. Given the product [NH2:1][C:2]1[C:7]([C:8]([O:10][CH2:11][CH3:12])=[O:9])=[CH:6][N:5]=[C:4]([N:31]2[CH2:32][CH2:33][CH:28]([C:26]([NH:25][S:22]([C:20]3[S:21][C:17]([Cl:16])=[CH:18][CH:19]=3)(=[O:23])=[O:24])=[O:27])[CH2:29][CH2:30]2)[C:3]=1[Cl:14], predict the reactants needed to synthesize it. (5) The reactants are: Br[C:2]1[CH:15]=[C:14]([CH3:16])[C:5]([O:6][Si:7]([C:10]([CH3:13])([CH3:12])[CH3:11])([CH3:9])[CH3:8])=[C:4]([CH3:17])[CH:3]=1.C([Li])CCC.CCCCCC.[NH:29]1[C:39]2[C:34](=[CH:35][CH:36]=[CH:37][CH:38]=2)[C:32](=[O:33])[C:30]1=[O:31].[NH4+].[Cl-]. Given the product [C:10]([Si:7]([CH3:9])([CH3:8])[O:6][C:5]1[C:14]([CH3:16])=[CH:15][C:2]([C:32]2([OH:33])[C:34]3[C:39](=[CH:38][CH:37]=[CH:36][CH:35]=3)[NH:29][C:30]2=[O:31])=[CH:3][C:4]=1[CH3:17])([CH3:13])([CH3:12])[CH3:11], predict the reactants needed to synthesize it. (6) The reactants are: [F:1][C:2]1[CH:3]=[C:4]([C:8]2[N:13]=[C:12]([CH3:14])[C:11]([C:15]([OH:17])=O)=[CH:10][N:9]=2)[CH:5]=[CH:6][CH:7]=1.CN(C(SC1[N+]([O-])=CC=CC=1)=[N+](C)C)C.F[P-](F)(F)(F)(F)F.CCN(C(C)C)C(C)C.[F:49][C:50]1[CH:51]=[C:52]2[C:56](=[CH:57][CH:58]=1)[N:55]([NH2:59])[CH2:54][C:53]2([CH3:61])[CH3:60]. Given the product [F:49][C:50]1[CH:51]=[C:52]2[C:56](=[CH:57][CH:58]=1)[N:55]([NH:59][C:15]([C:11]1[C:12]([CH3:14])=[N:13][C:8]([C:4]3[CH:5]=[CH:6][CH:7]=[C:2]([F:1])[CH:3]=3)=[N:9][CH:10]=1)=[O:17])[CH2:54][C:53]2([CH3:61])[CH3:60], predict the reactants needed to synthesize it. (7) Given the product [CH3:1][O:2][C:3]1[CH:8]=[CH:7][N:6]2[N:9]=[C:10]([C:17]3[CH:18]=[CH:19][CH:20]=[CH:21][CH:22]=3)[CH:11]=[C:5]2[CH:4]=1, predict the reactants needed to synthesize it. The reactants are: [CH3:1][O:2][C:3]1[CH:8]=[CH:7][N:6]2[N:9]=[C:10]([C:17]3[CH:22]=[CH:21][CH:20]=[CH:19][CH:18]=3)[C:11](C(OCC)=O)=[C:5]2[CH:4]=1.[OH-].[Na+]. (8) Given the product [C:42]([O:41][C:39]([N:37]1[CH2:38][CH:35]([C:18]2[CH:19]=[C:20]([C:22]([F:25])([F:24])[F:23])[CH:21]=[C:16]([C:15](=[O:30])[N:14]([C:9]3[CH:10]=[N:11][CH:12]=[CH:13][C:8]=3[C:5]3[CH:6]=[CH:7][C:2]([F:1])=[CH:3][C:4]=3[O:32][CH3:33])[CH3:31])[CH:17]=2)[CH2:36]1)=[O:40])([CH3:45])([CH3:43])[CH3:44], predict the reactants needed to synthesize it. The reactants are: [F:1][C:2]1[CH:7]=[CH:6][C:5]([C:8]2[CH:13]=[CH:12][N:11]=[CH:10][C:9]=2[N:14]([CH3:31])[C:15](=[O:30])[C:16]2[CH:21]=[C:20]([C:22]([F:25])([F:24])[F:23])[CH:19]=[C:18](C3COC3)[CH:17]=2)=[C:4]([O:32][CH3:33])[CH:3]=1.I[CH:35]1[CH2:38][N:37]([C:39]([O:41][C:42]([CH3:45])([CH3:44])[CH3:43])=[O:40])[CH2:36]1.Cl.N[C@@H]1CCCC[C@H]1O.C[Si](C)(C)N[Si](C)(C)C.[Na].[NH4+].[Cl-].